This data is from Full USPTO retrosynthesis dataset with 1.9M reactions from patents (1976-2016). The task is: Predict the reactants needed to synthesize the given product. (1) The reactants are: [C:1]1([NH:7]N)[CH:6]=[CH:5][CH:4]=[CH:3][CH:2]=1.[C:9]1(=O)[CH2:13][CH2:12][CH2:11][CH2:10]1.O.S(=O)(=O)(O)O. Given the product [CH2:11]1[C:10]2[C:2]3[CH:3]=[CH:4][CH:5]=[CH:6][C:1]=3[NH:7][C:9]=2[CH2:13][CH2:12]1, predict the reactants needed to synthesize it. (2) Given the product [I:1][C:2]1[CH:3]=[CH:4][C:5]([CH2:6][C@@H:7]([C:9]([NH:11][CH2:15][CH2:14][CH2:20][S:17]([OH:19])(=[O:18])=[O:16])=[O:10])[NH2:8])=[CH:12][CH:13]=1, predict the reactants needed to synthesize it. The reactants are: [I:1][C:2]1[CH:13]=[CH:12][C:5]([CH2:6][C@@H:7]([C:9]([NH2:11])=[O:10])[NH2:8])=[CH:4][CH:3]=1.[CH2:14]1[CH2:20][S:17](=[O:19])(=[O:18])[O:16][CH2:15]1. (3) Given the product [F:8][C:5]1[CH:6]=[CH:7][C:2]([C:10](=[O:13])[CH3:15])=[N:3][CH:4]=1, predict the reactants needed to synthesize it. The reactants are: Br[C:2]1[CH:7]=[CH:6][C:5]([F:8])=[CH:4][N:3]=1.Cl.[C:10](=[O:13])(O)[O-].[Na+].[C:15](#N)C. (4) The reactants are: [CH2:1]([O:3][C:4](=[O:17])[C:5](=O)[CH2:6][C:7]([C:9]1[CH:14]=[CH:13][CH:12]=[C:11]([Cl:15])[CH:10]=1)=[O:8])[CH3:2].Cl.[NH2:19]O.O. Given the product [Cl:15][C:11]1[CH:10]=[C:9]([C:7]2[O:8][N:19]=[C:5]([C:4]([O:3][CH2:1][CH3:2])=[O:17])[CH:6]=2)[CH:14]=[CH:13][CH:12]=1, predict the reactants needed to synthesize it. (5) Given the product [NH2:40][C:35]1[C:34]2[C:38](=[CH:39][C:31]([C:3]3[CH:4]=[C:5]([NH:8][C:9](=[O:20])[C:10]4[CH:15]=[CH:14][CH:13]=[C:12]([C:16]([F:19])([F:18])[F:17])[CH:11]=4)[CH:6]=[CH:7][C:2]=3[CH3:1])=[CH:32][CH:33]=2)[NH:37][N:36]=1.[C:41]([OH:42])([C:16]([F:19])([F:18])[F:17])=[O:44], predict the reactants needed to synthesize it. The reactants are: [CH3:1][C:2]1[CH:7]=[CH:6][C:5]([NH:8][C:9](=[O:20])[C:10]2[CH:15]=[CH:14][CH:13]=[C:12]([C:16]([F:19])([F:18])[F:17])[CH:11]=2)=[CH:4][C:3]=1B1OC(C)(C)C(C)(C)O1.Br[C:31]1[CH:39]=[C:38]2[C:34]([C:35]([NH2:40])=[N:36][NH:37]2)=[CH:33][CH:32]=1.[C:41](=[O:44])([O-])[O-:42].[Cs+].[Cs+].